This data is from Catalyst prediction with 721,799 reactions and 888 catalyst types from USPTO. The task is: Predict which catalyst facilitates the given reaction. (1) Product: [CH3:18][N:19]1[C:24](=[O:25])[C:23]2[CH:26]=[C:27]([C:11]([C:1]3[C:10]4[C:5](=[CH:6][CH:7]=[CH:8][CH:9]=4)[CH:4]=[CH:3][CH:2]=3)=[O:12])[S:28][C:22]=2[N:21]([CH2:29][CH:30]([CH3:31])[CH3:32])[C:20]1=[O:33]. Reactant: [C:1]1([C:11](Cl)=[O:12])[C:10]2[C:5](=[CH:6][CH:7]=[CH:8][CH:9]=2)[CH:4]=[CH:3][CH:2]=1.[Cl-].[Al+3].[Cl-].[Cl-].[CH3:18][N:19]1[C:24](=[O:25])[C:23]2[CH:26]=[CH:27][S:28][C:22]=2[N:21]([CH2:29][CH:30]([CH3:32])[CH3:31])[C:20]1=[O:33]. The catalyst class is: 26. (2) Product: [F:14][C:2]([F:1])([F:15])[C:3](=[O:13])[CH2:4][CH2:5][CH2:6][CH2:7][CH2:8][CH2:9][C:10]([NH:29][C:30]1[CH:35]=[CH:34][N:33]=[CH:32][CH:31]=1)=[O:12]. Reactant: [F:1][C:2]([F:15])([F:14])[C:3](=[O:13])[CH2:4][CH2:5][CH2:6][CH2:7][CH2:8][CH2:9][C:10]([OH:12])=O.C1C=CC2N(O)N=NC=2C=1.N=C=N.[NH2:29][C:30]1[CH:35]=[CH:34][N:33]=[CH:32][CH:31]=1.C(O)C(N)(CO)CO. The catalyst class is: 3. (3) Product: [N:6]1[C:11]2[O:12][CH2:13][CH2:14][O:15][C:10]=2[CH:9]=[C:8]([CH2:16][N:17]([C:34]([O:36][C:37]([CH3:40])([CH3:39])[CH3:38])=[O:35])[CH:18]2[CH2:19][CH2:20][N:21]([C:24]([O:26][CH2:27][C:28]3[CH:33]=[CH:32][CH:31]=[CH:30][CH:29]=3)=[O:25])[CH2:22][CH2:23]2)[N:7]=1. The catalyst class is: 5. Reactant: C(=O)(O)[O-].[Na+].[N:6]1[C:11]2[O:12][CH2:13][CH2:14][O:15][C:10]=2[CH:9]=[C:8]([CH2:16][NH:17][CH:18]2[CH2:23][CH2:22][N:21]([C:24]([O:26][CH2:27][C:28]3[CH:33]=[CH:32][CH:31]=[CH:30][CH:29]=3)=[O:25])[CH2:20][CH2:19]2)[N:7]=1.[C:34](O[C:34]([O:36][C:37]([CH3:40])([CH3:39])[CH3:38])=[O:35])([O:36][C:37]([CH3:40])([CH3:39])[CH3:38])=[O:35]. (4) Reactant: [NH2:1][C:2]1[CH:10]=[C:9]([F:11])[CH:8]=[C:7]([F:12])[C:3]=1[C:4](O)=[O:5].CC[N:15]=C=NCCCN(C)C.Cl.Cl.C1C=CC2N(O)N=NC=2C=1.C(N(CC)CC)C.[OH-].[NH4+]. Product: [NH2:1][C:2]1[CH:10]=[C:9]([F:11])[CH:8]=[C:7]([F:12])[C:3]=1[C:4]([NH2:15])=[O:5]. The catalyst class is: 1. (5) Reactant: Cl[C:2]1[CH:11]=[CH:10][C:9]2[C:8]([C:12]([NH:14][CH2:15][C:16]34[CH2:25][CH:20]5[CH2:21][CH:22]([CH2:24][CH:18]([CH2:19]5)[CH2:17]3)[CH2:23]4)=[O:13])=[C:7]([Cl:26])[CH:6]=[CH:5][C:4]=2[N:3]=1.C(N(CC)CC)C.C([O:36][C:37](=[O:45])[CH2:38][N:39]1[CH2:44][CH2:43][NH:42][CH2:41][CH2:40]1)C.[OH-].[Na+]. Product: [Cl:26][C:7]1[C:8]([C:12]([NH:14][CH2:15][C:16]23[CH2:17][CH:18]4[CH2:19][CH:20]([CH2:21][CH:22]([CH2:24]4)[CH2:23]2)[CH2:25]3)=[O:13])=[C:9]2[C:4](=[CH:5][CH:6]=1)[N:3]=[C:2]([N:42]1[CH2:43][CH2:44][N:39]([CH2:38][C:37]([OH:45])=[O:36])[CH2:40][CH2:41]1)[CH:11]=[CH:10]2. The catalyst class is: 10. (6) Reactant: [C:1]1([C:21]2[CH:26]=[CH:25][CH:24]=[CH:23][CH:22]=2)[CH:6]=[CH:5][C:4]([O:7][C:8]2[CH:13]=[N:12][CH:11]=[C:10]3[S:14][C:15]([C:17]([NH:19][OH:20])=[NH:18])=[CH:16][C:9]=23)=[CH:3][CH:2]=1.C1N=CN([C:32](N2C=NC=C2)=[O:33])C=1. Product: [C:1]1([C:21]2[CH:22]=[CH:23][CH:24]=[CH:25][CH:26]=2)[CH:6]=[CH:5][C:4]([O:7][C:8]2[CH:13]=[N:12][CH:11]=[C:10]3[S:14][C:15]([C:17]4[NH:19][O:20][C:32](=[O:33])[N:18]=4)=[CH:16][C:9]=23)=[CH:3][CH:2]=1. The catalyst class is: 3. (7) Reactant: FC(F)(F)C(O)=O.[CH3:8][O:9][C:10]1[CH:15]=[CH:14][C:13]([C:16]2[C:24]3[C:19](=[CH:20][C:21]([N:25]4[CH2:30][CH2:29][N:28](C(OC(C)(C)C)=O)[CH2:27][CH2:26]4)=[CH:22][CH:23]=3)[N:18]([C:38]3[CH:43]=[CH:42][N:41]=[CH:40][CH:39]=3)[CH:17]=2)=[CH:12][CH:11]=1. Product: [CH3:8][O:9][C:10]1[CH:11]=[CH:12][C:13]([C:16]2[C:24]3[C:19](=[CH:20][C:21]([N:25]4[CH2:26][CH2:27][NH:28][CH2:29][CH2:30]4)=[CH:22][CH:23]=3)[N:18]([C:38]3[CH:43]=[CH:42][N:41]=[CH:40][CH:39]=3)[CH:17]=2)=[CH:14][CH:15]=1. The catalyst class is: 2.